This data is from Catalyst prediction with 721,799 reactions and 888 catalyst types from USPTO. The task is: Predict which catalyst facilitates the given reaction. (1) Reactant: [C:1]1([C:7]2[C:12]([C:13]3[NH:17][N:16]=[N:15][N:14]=3)=[C:11]([C@@H:18]3[CH2:22][CH2:21][CH2:20][N:19]3C(OC(C)(C)C)=O)[N:10]=[C:9]3[CH2:30][CH2:31][CH2:32][CH2:33][CH2:34][C:8]=23)[CH:6]=[CH:5][CH:4]=[CH:3][CH:2]=1.[C:35]([OH:41])([C:37]([F:40])([F:39])[F:38])=[O:36]. Product: [F:38][C:37]([F:40])([F:39])[C:35]([OH:41])=[O:36].[C:1]1([C:7]2[C:12]([C:13]3[NH:17][N:16]=[N:15][N:14]=3)=[C:11]([C@@H:18]3[CH2:22][CH2:21][CH2:20][NH:19]3)[N:10]=[C:9]3[CH2:30][CH2:31][CH2:32][CH2:33][CH2:34][C:8]=23)[CH:2]=[CH:3][CH:4]=[CH:5][CH:6]=1. The catalyst class is: 2. (2) The catalyst class is: 4. Reactant: [F:1][C:2]1[CH:3]=[C:4]([C:10]2[C:11]([CH3:17])([CH3:16])[C:12](=[O:15])[NH:13][N:14]=2)[CH:5]=[CH:6][C:7]=1[O:8]C.[Cl-].[Al+3].[Cl-].[Cl-].O. Product: [F:1][C:2]1[CH:3]=[C:4]([C:10]2[C:11]([CH3:17])([CH3:16])[C:12](=[O:15])[NH:13][N:14]=2)[CH:5]=[CH:6][C:7]=1[OH:8]. (3) Reactant: [C:1]([O:13][CH3:14])(=[O:12])[C:2]1[CH:11]=[CH:10][C:5]([C:6](OC)=[O:7])=[CH:4][CH:3]=1.O.[NH2:16][NH2:17]. Product: [CH3:14][O:13][C:1](=[O:12])[C:2]1[CH:11]=[CH:10][C:5]([C:6]([NH:16][NH2:17])=[O:7])=[CH:4][CH:3]=1. The catalyst class is: 14. (4) Reactant: [CH2:1]([C:3]1[C:4]([C:13]2[CH:18]=[CH:17][CH:16]=[CH:15][CH:14]=2)=[N:5][C:6]2[C:11]([CH:12]=1)=[CH:10][CH:9]=[CH:8][N:7]=2)[CH3:2].S(=O)(=O)(O)[OH:20].C(O)(=O)C.C(OC(=O)C)(=O)C.C([O-])([O-])=O.[Na+].[Na+]. Product: [C:13]1([C:4]2[C:3]([C:1](=[O:20])[CH3:2])=[CH:12][C:11]3[C:6](=[N:7][CH:8]=[CH:9][CH:10]=3)[N:5]=2)[CH:18]=[CH:17][CH:16]=[CH:15][CH:14]=1. The catalyst class is: 6. (5) Reactant: [C:1]([O:5][C:6]([N:8](C(OC(C)(C)C)=O)[C:9]1[N:14]=[CH:13][C:12]([Br:15])=[CH:11][N:10]=1)=[O:7])([CH3:4])([CH3:3])[CH3:2].[OH-].[Na+].C(O)(=O)C(O)=O. Product: [Br:15][C:12]1[CH:13]=[N:14][C:9]([NH:8][C:6](=[O:7])[O:5][C:1]([CH3:3])([CH3:2])[CH3:4])=[N:10][CH:11]=1. The catalyst class is: 40. (6) Reactant: [CH3:1][O:2][C:3]1[CH:8]=[CH:7][CH:6]=[CH:5][C:4]=1[C:9]1[C:17]2[C:12](=[N:13][CH:14]=[C:15]([C:18]3[CH:19]=[C:20]([OH:24])[CH:21]=[CH:22][CH:23]=3)[CH:16]=2)[NH:11][CH:10]=1.[NH:25]1[CH2:30][CH2:29][O:28][CH2:27][CH2:26]1.[CH2:31]=O. Product: [CH3:1][O:2][C:3]1[CH:8]=[CH:7][CH:6]=[CH:5][C:4]=1[C:9]1[C:17]2[C:12](=[N:13][CH:14]=[C:15]([C:18]3[CH:23]=[CH:22][C:21]([CH2:31][N:25]4[CH2:30][CH2:29][O:28][CH2:27][CH2:26]4)=[C:20]([OH:24])[CH:19]=3)[CH:16]=2)[NH:11][CH:10]=1. The catalyst class is: 442.